From a dataset of Forward reaction prediction with 1.9M reactions from USPTO patents (1976-2016). Predict the product of the given reaction. (1) The product is: [CH3:1][N:2]1[C@H:20]([C:23]2[CH:24]=[CH:25][CH:26]=[CH:27][CH:28]=2)[CH:8]=[CH:7][CH2:6][C@@H:5]([NH:9][C:10](=[O:19])[O:11][CH2:12][C:13]2[CH:18]=[CH:17][CH:16]=[CH:15][CH:14]=2)[C:3]1=[O:4].[CH3:1][N:2]1[C@@H:20]([C:23]2[CH:24]=[CH:25][CH:26]=[CH:27][CH:28]=2)[CH:8]=[CH:7][CH2:6][C@@H:5]([NH:9][C:10](=[O:19])[O:11][CH2:12][C:13]2[CH:18]=[CH:17][CH:16]=[CH:15][CH:14]=2)[C:3]1=[O:4]. Given the reactants [CH3:1][N:2]([CH:20]([C:23]1[CH:28]=[CH:27][CH:26]=[CH:25][CH:24]=1)C=C)[C:3]([C@H:5]([NH:9][C:10](=[O:19])[O:11][CH2:12][C:13]1[CH:18]=[CH:17][CH:16]=[CH:15][CH:14]=1)[CH2:6][CH:7]=[CH2:8])=[O:4], predict the reaction product. (2) Given the reactants [Si]([O:8][CH2:9][C@@H:10]([NH:18][C:19]1[C:20]2[CH2:28][N:27]([C:29]3[CH:36]=[CH:35][C:34]([CH3:37])=[CH:33][C:30]=3[C:31]#[N:32])[CH2:26][CH2:25][C:21]=2[N:22]=[CH:23][N:24]=1)[C:11]1[CH:12]=[N:13][C:14]([CH3:17])=[N:15][CH:16]=1)(C(C)(C)C)(C)C.CCCC[N+](CCCC)(CCCC)CCCC.[F-].O.CCOC(C)=O, predict the reaction product. The product is: [OH:8][CH2:9][C@@H:10]([NH:18][C:19]1[C:20]2[CH2:28][N:27]([C:29]3[CH:36]=[CH:35][C:34]([CH3:37])=[CH:33][C:30]=3[C:31]#[N:32])[CH2:26][CH2:25][C:21]=2[N:22]=[CH:23][N:24]=1)[C:11]1[CH:16]=[N:15][C:14]([CH3:17])=[N:13][CH:12]=1.